Dataset: Forward reaction prediction with 1.9M reactions from USPTO patents (1976-2016). Task: Predict the product of the given reaction. (1) Given the reactants [OH:1][C:2]1[C:9]([N+:10]([O-:12])=[O:11])=[CH:8][CH:7]=[CH:6][C:3]=1[CH:4]=[O:5].[C:13](=O)([O-])[O-].[Cs+].[Cs+].IC, predict the reaction product. The product is: [CH3:13][O:1][C:2]1[C:9]([N+:10]([O-:12])=[O:11])=[CH:8][CH:7]=[CH:6][C:3]=1[CH:4]=[O:5]. (2) Given the reactants [CH:1]1([C:4]2[S:5][C:6]3[C:7]([N:36]=2)=[N:8][C:9]([C:12]([NH:14][C:15]2[CH:16]=[N:17][CH:18]=[CH:19][C:20]=2[N:21]2[CH2:26][C@H:25]([CH3:27])[CH2:24][C@H:23]([NH:28]C(=O)OC(C)(C)C)[CH2:22]2)=[O:13])=[CH:10][CH:11]=3)[CH2:3][CH2:2]1.Cl.O1CCOCC1.N, predict the reaction product. The product is: [NH2:28][C@H:23]1[CH2:24][C@@H:25]([CH3:27])[CH2:26][N:21]([C:20]2[CH:19]=[CH:18][N:17]=[CH:16][C:15]=2[NH:14][C:12]([C:9]2[N:8]=[C:7]3[N:36]=[C:4]([CH:1]4[CH2:3][CH2:2]4)[S:5][C:6]3=[CH:11][CH:10]=2)=[O:13])[CH2:22]1.